This data is from Full USPTO retrosynthesis dataset with 1.9M reactions from patents (1976-2016). The task is: Predict the reactants needed to synthesize the given product. (1) Given the product [CH3:20][N:19]([CH3:21])[CH2:18][CH2:17][N:14]1[CH:13]=[CH:12][N:11]=[C:10]1[C:6]1[CH:7]=[CH:8][CH:9]=[C:4]([N+:1]([O-:3])=[O:2])[CH:5]=1, predict the reactants needed to synthesize it. The reactants are: [N+:1]([C:4]1[CH:5]=[C:6]([C:10]2[NH:11][CH:12]=[CH:13][N:14]=2)[CH:7]=[CH:8][CH:9]=1)([O-:3])=[O:2].Br.Br[CH2:17][CH2:18][N:19]([CH3:21])[CH3:20].[H-].[Na+].O. (2) Given the product [Cl:14][C:11]1[CH:12]=[CH:13][C:4]([CH2:3][O:23][C:18]2[CH:17]=[C:16]([F:15])[CH:21]=[C:20]([F:22])[CH:19]=2)=[C:5]([CH:10]=1)[C:6]([O:8][CH3:9])=[O:7], predict the reactants needed to synthesize it. The reactants are: BrC[CH2:3][C:4]1[CH:13]=[CH:12][C:11]([Cl:14])=[CH:10][C:5]=1[C:6]([O:8][CH3:9])=[O:7].[F:15][C:16]1[CH:17]=[C:18]([OH:23])[CH:19]=[C:20]([F:22])[CH:21]=1.